This data is from Reaction yield outcomes from USPTO patents with 853,638 reactions. The task is: Predict the reaction yield, written as a fraction of the theoretical maximum amount of product (1.0 means a 100% yield; for example, 0.34 means a 34% yield). (1) The reactants are [Cl:1][C:2]1[CH:3]=[C:4]2[C:9](=[C:10]([Cl:12])[CH:11]=1)[CH:8]=[N:7][C:6]([NH2:13])=[CH:5]2.[C:14](N1C=CC=CC1=O)(N1C=CC=CC1=O)=[S:15]. The catalyst is ClCCl. The product is [Cl:1][C:2]1[CH:3]=[C:4]2[C:9](=[C:10]([Cl:12])[CH:11]=1)[CH:8]=[N:7][C:6]([N:13]=[C:14]=[S:15])=[CH:5]2. The yield is 0.619. (2) The reactants are [C:1]([O:5][C:6]([N:8]1[CH2:13][CH2:12][CH:11]([CH2:14][NH:15][CH3:16])[CH2:10][CH2:9]1)=[O:7])([CH3:4])([CH3:3])[CH3:2].Cl.BrC1[CH:24]=[CH:23][N:22]=[CH:21][CH:20]=1.[CH3:25]C(C)([O-])C.[Na+]. The catalyst is O1CCOCC1.[Pd].[Pd].C(=CC(C=CC1C=CC=CC=1)=O)C1C=CC=CC=1.C(=CC(C=CC1C=CC=CC=1)=O)C1C=CC=CC=1.C(=CC(C=CC1C=CC=CC=1)=O)C1C=CC=CC=1.C(P(C(C)(C)C)C(C)(C)C)(C)(C)C. The product is [C:1]([O:5][C:6]([N:8]1[CH2:13][CH2:12][CH:11]([CH2:14][N:15]([CH3:25])[C:16]2[CH:24]=[CH:23][N:22]=[CH:21][CH:20]=2)[CH2:10][CH2:9]1)=[O:7])([CH3:4])([CH3:3])[CH3:2]. The yield is 0.910. (3) The reactants are [OH:1][CH2:2][C@H:3]1[N:8]([CH3:9])[C:7](=[O:10])[CH2:6][O:5][CH2:4]1.[C:11]1([CH3:21])[CH:16]=[CH:15][C:14]([S:17](Cl)(=[O:19])=[O:18])=[CH:13][CH:12]=1.Cl. The catalyst is N1C=CC=CC=1. The product is [CH3:9][N:8]1[C:7](=[O:10])[CH2:6][O:5][CH2:4][C@H:3]1[CH2:2][O:1][S:17]([C:14]1[CH:15]=[CH:16][C:11]([CH3:21])=[CH:12][CH:13]=1)(=[O:19])=[O:18]. The yield is 0.430. (4) The reactants are [C:1]([O:5][C:6]([NH:8][CH2:9][C:10]1[N:11]([CH2:31][CH:32]([CH3:34])[CH3:33])[C:12](=[O:30])[C:13]2[C:18]([C:19]=1[C:20]1[CH:25]=[CH:24][CH:23]=[CH:22][CH:21]=1)=[CH:17][C:16]([CH2:26][C:27](O)=[O:28])=[CH:15][CH:14]=2)=[O:7])([CH3:4])([CH3:3])[CH3:2].[NH4+:35].ON1C2C=CC=CC=2N=N1.Cl.C(N=C=NCCCN(C)C)C.C(O)(=O)CC(CC(O)=O)(C(O)=O)O. The catalyst is CN(C)C=O. The product is [NH2:35][C:27](=[O:28])[CH2:26][C:16]1[CH:17]=[C:18]2[C:13](=[CH:14][CH:15]=1)[C:12](=[O:30])[N:11]([CH2:31][CH:32]([CH3:34])[CH3:33])[C:10]([CH2:9][NH:8][C:6](=[O:7])[O:5][C:1]([CH3:2])([CH3:3])[CH3:4])=[C:19]2[C:20]1[CH:25]=[CH:24][CH:23]=[CH:22][CH:21]=1. The yield is 0.810. (5) The reactants are [CH:1]1([CH2:4][N:5]([CH2:16][CH2:17][CH3:18])[C:6]2[N:11]=[CH:10][N:9]=[C:8]([C:12]([O:14]C)=[O:13])[CH:7]=2)[CH2:3][CH2:2]1.[Li+].[OH-]. The catalyst is C1COCC1.CCO.O. The product is [CH:1]1([CH2:4][N:5]([CH2:16][CH2:17][CH3:18])[C:6]2[N:11]=[CH:10][N:9]=[C:8]([C:12]([OH:14])=[O:13])[CH:7]=2)[CH2:2][CH2:3]1. The yield is 0.771.